This data is from Catalyst prediction with 721,799 reactions and 888 catalyst types from USPTO. The task is: Predict which catalyst facilitates the given reaction. (1) Reactant: [CH:1]([CH:3]([CH:6]([CH3:8])[CH3:7])[C:4]#[N:5])=O.O.[NH2:10][NH2:11].C(O)(=O)C. Product: [NH2:5][C:4]1[C:3]([CH:6]([CH3:8])[CH3:7])=[CH:1][NH:11][N:10]=1. The catalyst class is: 8. (2) Reactant: [C:1](N1C=CN=C1)(N1C=CN=C1)=[O:2].[Cl:13][C:14]1[CH:19]=[CH:18][C:17]([C:20]2[C:21]([C:28]3[CH:33]=[CH:32][N:31]=[CH:30][CH:29]=3)=[N:22][C:23]([NH:26][NH2:27])=[N:24][CH:25]=2)=[CH:16][CH:15]=1. Product: [Cl:13][C:14]1[CH:15]=[CH:16][C:17]([C:20]2[C:21]([C:28]3[CH:33]=[CH:32][N:31]=[CH:30][CH:29]=3)=[N:22][C:23]3[N:24]([C:1](=[O:2])[NH:27][N:26]=3)[CH:25]=2)=[CH:18][CH:19]=1. The catalyst class is: 1. (3) Reactant: [CH2:1]([NH2:7])[CH:2]1[O:6][CH2:5][CH2:4][CH2:3]1.Cl[CH2:9][CH2:10][N:11]([CH2:34][CH2:35]Cl)[C:12]1[CH:32]=[C:31]([Cl:33])[C:15]2[O:16][C:17]3[C:26]([CH3:27])=[CH:25][C:24]([C:28]([OH:30])=[O:29])=[CH:23][C:18]=3[S:19](=[O:22])(=[O:21])[CH2:20][C:14]=2[CH:13]=1.[CH3:37]O. Product: [CH3:37][O:30][C:28]([C:24]1[CH:25]=[C:26]([CH3:27])[C:17]2[O:16][C:15]3[C:31]([Cl:33])=[CH:32][C:12]([N:11]4[CH2:10][CH2:9][N:7]([CH2:1][CH:2]5[CH2:3][CH2:4][CH2:5][O:6]5)[CH2:35][CH2:34]4)=[CH:13][C:14]=3[CH2:20][S:19](=[O:22])(=[O:21])[C:18]=2[CH:23]=1)=[O:29]. The catalyst class is: 682. (4) Reactant: [F:1][C:2]1[CH:41]=[CH:40][CH:39]=[C:38]([F:42])[C:3]=1[CH2:4][N:5]1[C:10](=[O:11])[N:9]([C:12]2[CH:17]=[CH:16][CH:15]=[C:14]([O:18][CH3:19])[C:13]=2[F:20])[C:8](=[O:21])[C:7]2=[C:22]([CH2:34][N:35]([CH3:37])[CH3:36])[C:23]([C:25]3[CH:30]=[CH:29][C:28]([N+:31]([O-])=O)=[CH:27][CH:26]=3)=[CH:24][N:6]12.[Cl-].[NH4+]. Product: [NH2:31][C:28]1[CH:29]=[CH:30][C:25]([C:23]2[C:22]([CH2:34][N:35]([CH3:36])[CH3:37])=[C:7]3[N:6]([CH:24]=2)[N:5]([CH2:4][C:3]2[C:2]([F:1])=[CH:41][CH:40]=[CH:39][C:38]=2[F:42])[C:10](=[O:11])[N:9]([C:12]2[CH:17]=[CH:16][CH:15]=[C:14]([O:18][CH3:19])[C:13]=2[F:20])[C:8]3=[O:21])=[CH:26][CH:27]=1. The catalyst class is: 190. (5) Reactant: Cl[C:2]1[C:11]2[C:6](=[CH:7][CH:8]=[CH:9][CH:10]=2)[C:5](=[O:12])[NH:4][N:3]=1.[C:13]1([CH2:19][SH:20])[CH:18]=[CH:17][CH:16]=[CH:15][CH:14]=1.[H-].[Na+]. Product: [CH2:19]([S:20][C:2]1[C:11]2[C:6](=[CH:7][CH:8]=[CH:9][CH:10]=2)[C:5](=[O:12])[NH:4][N:3]=1)[C:13]1[CH:18]=[CH:17][CH:16]=[CH:15][CH:14]=1. The catalyst class is: 3.